Dataset: Full USPTO retrosynthesis dataset with 1.9M reactions from patents (1976-2016). Task: Predict the reactants needed to synthesize the given product. The reactants are: [Cl:1][C:2]1[CH:3]=[C:4]([C:8]([N:10]2[CH2:15][CH2:14][NH:13][CH2:12][CH2:11]2)=[O:9])[CH:5]=[CH:6][CH:7]=1.[C:16](=O)([O:25]N1C(=O)CCC1=O)[O:17][N:18]1[C:22](=[O:23])[CH2:21][CH2:20][C:19]1=[O:24]. Given the product [Cl:1][C:2]1[CH:3]=[C:4]([CH:5]=[CH:6][CH:7]=1)[C:8]([N:10]1[CH2:11][CH2:12][N:13]([C:16]([O:17][N:18]2[C:22](=[O:23])[CH2:21][CH2:20][C:19]2=[O:24])=[O:25])[CH2:14][CH2:15]1)=[O:9], predict the reactants needed to synthesize it.